Dataset: Full USPTO retrosynthesis dataset with 1.9M reactions from patents (1976-2016). Task: Predict the reactants needed to synthesize the given product. (1) Given the product [Br:1][C:2]1[CH:3]=[C:4]([CH:20]=[CH:21][CH:22]=1)[CH2:5][N:6]1[C:14]2[C:13](=[O:15])[N:12]([CH3:16])[C:11](=[O:17])[N:10]([CH3:18])[C:9]=2[N:8]=[C:7]1[O:37][C:33]1[CH:34]=[CH:35][CH:36]=[C:31]([C:30]([F:29])([F:38])[F:39])[CH:32]=1, predict the reactants needed to synthesize it. The reactants are: [Br:1][C:2]1[CH:3]=[C:4]([CH:20]=[CH:21][CH:22]=1)[CH2:5][N:6]1[C:14]2[C:13](=[O:15])[N:12]([CH3:16])[C:11](=[O:17])[N:10]([CH3:18])[C:9]=2[N:8]=[C:7]1Cl.C(=O)([O-])[O-].[K+].[K+].[F:29][C:30]([F:39])([F:38])[C:31]1[CH:32]=[C:33]([OH:37])[CH:34]=[CH:35][CH:36]=1. (2) The reactants are: C1C(CC2CCC(N=C=[O:16])CC2)CCC(N=C=O)C1.C[O:21][C:22]1[CH:28]=[CH:27][C:25]([OH:26])=C[CH:23]=1.[N-:29]=[C:30]=[O:31]. Given the product [C:25]([OH:16])(=[O:26])[CH:27]=[CH2:28].[NH2:29][C:30]([O:21][CH2:22][CH3:23])=[O:31], predict the reactants needed to synthesize it. (3) Given the product [Br:14][C:15]1[CH:16]=[C:17]2[C:18](=[CH:24][CH:25]=1)[C:19](=[O:20])[N:1]([CH2:2][CH:3]([C:8]1([CH3:13])[O:9][CH2:10][CH2:11][O:12]1)[C:4]([O:6][CH3:7])=[O:5])[C:22]2=[O:21], predict the reactants needed to synthesize it. The reactants are: [NH2:1][CH2:2][CH:3]([C:8]1([CH3:13])[O:12][CH2:11][CH2:10][O:9]1)[C:4]([O:6][CH3:7])=[O:5].[Br:14][C:15]1[CH:16]=[C:17]2[C:22](=O)[O:21][C:19](=[O:20])[C:18]2=[CH:24][CH:25]=1. (4) The reactants are: [CH3:1][C:2]1([CH3:44])[N:6]([C:7]([O:9][C:10]([CH3:13])([CH3:12])[CH3:11])=[O:8])[C@@:5]([CH3:43])([C:14](=O)[NH:15][CH2:16][C:17](=O)[C:18]2[CH:23]=[CH:22][C:21]([O:24][CH2:25][CH2:26][CH2:27][CH2:28][CH2:29][CH2:30][C:31]3[CH:36]=[CH:35][CH:34]=[CH:33][CH:32]=3)=[C:20]([C:37]([F:40])([F:39])[F:38])[CH:19]=2)[CH2:4][O:3]1.COC1C=CC(P2(SP(C3C=CC(OC)=CC=3)(=S)S2)=[S:54])=CC=1. Given the product [CH3:1][C:2]1([CH3:44])[N:6]([C:7]([O:9][C:10]([CH3:13])([CH3:12])[CH3:11])=[O:8])[C@@:5]([CH3:43])([C:14]2[S:54][C:17]([C:18]3[CH:23]=[CH:22][C:21]([O:24][CH2:25][CH2:26][CH2:27][CH2:28][CH2:29][CH2:30][C:31]4[CH:36]=[CH:35][CH:34]=[CH:33][CH:32]=4)=[C:20]([C:37]([F:40])([F:39])[F:38])[CH:19]=3)=[CH:16][N:15]=2)[CH2:4][O:3]1, predict the reactants needed to synthesize it. (5) Given the product [CH3:12][O:13][C:14]([CH:16]1[CH:20]([C@H:21]([CH3:31])[CH2:22][O:23][Si:24]([C:27]([CH3:30])([CH3:29])[CH3:28])([CH3:25])[CH3:26])[CH2:19][N:18]([C:9]([O:8][CH2:1][C:2]2[CH:7]=[CH:6][CH:5]=[CH:4][CH:3]=2)=[O:10])[CH2:17]1)=[O:15], predict the reactants needed to synthesize it. The reactants are: [CH2:1]([O:8][C:9](Cl)=[O:10])[C:2]1[CH:7]=[CH:6][CH:5]=[CH:4][CH:3]=1.[CH3:12][O:13][C:14]([CH:16]1[CH:20]([C@H:21]([CH3:31])[CH2:22][O:23][Si:24]([C:27]([CH3:30])([CH3:29])[CH3:28])([CH3:26])[CH3:25])[CH2:19][N:18](CC2C=CC=CC=2)[CH2:17]1)=[O:15].O.C(=O)(O)[O-].[Na+]. (6) Given the product [C:1]([O:5][C:6]([N:8]1[CH2:13][CH2:12][CH:11]([CH2:14][CH2:15][NH:16][C:29](=[O:30])[CH2:28][NH:27][C:25]([O:24][CH2:23][C:20]2[CH:19]=[CH:18][CH:17]=[CH:22][CH:21]=2)=[O:26])[CH2:10][CH2:9]1)=[O:7])([CH3:4])([CH3:3])[CH3:2], predict the reactants needed to synthesize it. The reactants are: [C:1]([O:5][C:6]([N:8]1[CH2:13][CH2:12][CH:11]([CH2:14][CH2:15][NH2:16])[CH2:10][CH2:9]1)=[O:7])([CH3:4])([CH3:3])[CH3:2].[CH:17]1[CH:22]=[CH:21][C:20]([CH2:23][O:24][C:25]([NH:27][CH2:28][C:29](O)=[O:30])=[O:26])=[CH:19][CH:18]=1.